From a dataset of Full USPTO retrosynthesis dataset with 1.9M reactions from patents (1976-2016). Predict the reactants needed to synthesize the given product. (1) Given the product [C:29]([O:28][NH:27][C:25]([C@H:14]1[CH2:13][N:12]([S:9]([CH2:8][CH2:7][NH:6][C:2]([O:4][CH3:5])=[O:3])(=[O:11])=[O:10])[CH2:17][CH2:16][N:15]1[C:18]([O:20][C:21]([CH3:24])([CH3:23])[CH3:22])=[O:19])=[O:26])([CH3:31])([CH3:32])[CH3:30], predict the reactants needed to synthesize it. The reactants are: Cl[C:2]([O:4][CH3:5])=[O:3].[NH2:6][CH2:7][CH2:8][S:9]([N:12]1[CH2:17][CH2:16][N:15]([C:18]([O:20][C:21]([CH3:24])([CH3:23])[CH3:22])=[O:19])[C@@H:14]([C:25]([NH:27][O:28][C:29]([CH3:32])([CH3:31])[CH3:30])=[O:26])[CH2:13]1)(=[O:11])=[O:10]. (2) Given the product [CH3:17][O:18][C:19]1[CH:27]=[CH:26][C:25]2[N:24]3[CH2:28][CH2:29][C:30](=[CH:9][C:10]([O:12][CH2:13][CH3:14])=[O:11])[C:23]3=[CH:22][C:21]=2[C:20]=1[CH3:32], predict the reactants needed to synthesize it. The reactants are: C(OP([CH2:9][C:10]([O:12][CH2:13][CH3:14])=[O:11])(OCC)=O)C.[H-].[Na+].[CH3:17][O:18][C:19]1[CH:27]=[CH:26][C:25]2[N:24]3[CH2:28][CH2:29][C:30](=O)[C:23]3=[CH:22][C:21]=2[C:20]=1[CH3:32].[NH4+].[Cl-]. (3) Given the product [F:1][C:2]1[CH:3]=[CH:4][C:5]([NH:8][C:9]([C:11]2[C:15]([NH:16][C:23]3[C:18]([Cl:17])=[N:19][CH:20]=[CH:21][N:22]=3)=[CH:14][NH:13][N:12]=2)=[O:10])=[CH:6][CH:7]=1, predict the reactants needed to synthesize it. The reactants are: [F:1][C:2]1[CH:7]=[CH:6][C:5]([NH:8][C:9]([C:11]2[C:15]([NH2:16])=[CH:14][NH:13][N:12]=2)=[O:10])=[CH:4][CH:3]=1.[Cl:17][C:18]1[C:23](Cl)=[N:22][CH:21]=[CH:20][N:19]=1. (4) The reactants are: [Cl:1][CH2:2][CH2:3][CH2:4][CH2:5][C@H:6]([OH:8])[CH3:7].[C:9](=O)([O-])[O-].[K+].[K+].IC.[H-].[Na+]. Given the product [Cl:1][CH2:2][CH2:3][CH2:4][CH2:5][C@H:6]([O:8][CH3:9])[CH3:7], predict the reactants needed to synthesize it. (5) Given the product [C:1]([NH:4][C:5]1[CH:10]=[CH:9][C:8]([C:11](=[C:25]2[CH2:30][CH2:29][N:28]([CH2:31][C:32]3[N:33]=[N:69][S:68][CH:37]=3)[CH2:27][CH2:26]2)[C:12]2[CH:24]=[CH:23][C:15]([C:16]([N:18]([CH2:21][CH3:22])[CH2:19][CH3:20])=[O:17])=[CH:14][CH:13]=2)=[CH:7][CH:6]=1)(=[O:3])[CH3:2], predict the reactants needed to synthesize it. The reactants are: [C:1]([NH:4][C:5]1[CH:10]=[CH:9][C:8]([C:11](=[C:25]2[CH2:30][CH2:29][N:28]([CH2:31][C:32]3[CH:37]=CC=C[N:33]=3)[CH2:27][CH2:26]2)[C:12]2[CH:24]=[CH:23][C:15]([C:16]([N:18]([CH2:21][CH3:22])[CH2:19][CH3:20])=[O:17])=[CH:14][CH:13]=2)=[CH:7][CH:6]=1)(=[O:3])[CH3:2].C(NC1C=CC(C(=C2CCNCC2)C2C=CC(C(N(CC)CC)=O)=CC=2)=CC=1)(=O)C.[S:68]1C=C(C=O)N=[N:69]1. (6) Given the product [C:13]([O:17][C:18]([N:20]1[CH2:25][CH2:24][CH:23]([NH:10][CH3:9])[CH2:22][CH2:21]1)=[O:19])([CH3:16])([CH3:14])[CH3:15], predict the reactants needed to synthesize it. The reactants are: Cl.CN.C([O-])(=O)C.[Na+].[C:9]([BH3-])#[N:10].[Na+].[C:13]([O:17][C:18]([N:20]1[CH2:25][CH2:24][C:23](=O)[CH2:22][CH2:21]1)=[O:19])([CH3:16])([CH3:15])[CH3:14]. (7) Given the product [F:37][C:38]1[CH:39]=[C:40]([CH:44]=[CH:45][C:46]=1[CH3:47])[C:41]([Cl:43])=[O:42].[CH2:1]([C:8]1[C:9]([CH:18]([N:22]([CH2:23][CH2:24][CH2:25][N:26]2[C:27](=[O:36])[C:28]3[C:33](=[CH:32][CH:31]=[CH:30][CH:29]=3)[C:34]2=[O:35])[C:41](=[O:42])[C:40]2[CH:44]=[CH:45][C:46]([CH3:47])=[C:38]([F:37])[CH:39]=2)[CH:19]([CH3:20])[CH3:21])=[N:10][C:11]2[C:16]([CH:17]=1)=[CH:15][CH:14]=[CH:13][CH:12]=2)[C:2]1[CH:7]=[CH:6][CH:5]=[CH:4][CH:3]=1, predict the reactants needed to synthesize it. The reactants are: [CH2:1]([C:8]1[C:9]([CH:18]([NH:22][CH2:23][CH2:24][CH2:25][N:26]2[C:34](=[O:35])[C:33]3[C:28](=[CH:29][CH:30]=[CH:31][CH:32]=3)[C:27]2=[O:36])[CH:19]([CH3:21])[CH3:20])=[N:10][C:11]2[C:16]([CH:17]=1)=[CH:15][CH:14]=[CH:13][CH:12]=2)[C:2]1[CH:7]=[CH:6][CH:5]=[CH:4][CH:3]=1.[F:37][C:38]1[CH:39]=[C:40]([CH:44]=[CH:45][C:46]=1[CH3:47])[C:41]([Cl:43])=[O:42].C(N(CC)CC)C. (8) Given the product [C:2]([C:7]1[S:8][C:9]([CH2:12][N:13]2[N:17]=[C:16]([NH:18][C:30]([C:26]3[N:27]=[CH:28][O:29][C:25]=3[C:19]3[CH:20]=[CH:21][CH:22]=[CH:23][CH:24]=3)=[O:31])[CH:15]=[N:14]2)=[CH:10][N:11]=1)(=[O:6])[CH3:1], predict the reactants needed to synthesize it. The reactants are: [CH3:1][C:2]1([C:7]2[S:8][C:9]([CH2:12][N:13]3[N:17]=[C:16]([NH2:18])[CH:15]=[N:14]3)=[CH:10][N:11]=2)[O:6]CCO1.[C:19]1([C:25]2[O:29][CH:28]=[N:27][C:26]=2[C:30](O)=[O:31])[CH:24]=[CH:23][CH:22]=[CH:21][CH:20]=1.